This data is from Forward reaction prediction with 1.9M reactions from USPTO patents (1976-2016). The task is: Predict the product of the given reaction. Given the reactants [F:1][C:2]1[CH:7]=[CH:6][C:5]([NH:8][C:9]2[C:10]3[C:17]([CH3:18])=[C:16]([C:19]([OH:21])=O)[S:15][C:11]=3[N:12]=[CH:13][N:14]=2)=[C:4]([O:22][C@@H:23]2[CH2:27][CH2:26][O:25][CH2:24]2)[CH:3]=1.C(N(CC)CC)C.CN([C:38]([O:42][N:43]1N=NC2C=CC=CC1=2)=[N+](C)C)C.[B-](F)(F)(F)F.Cl.CNO, predict the reaction product. The product is: [CH3:38][O:42][NH:43][C:19]([C:16]1[S:15][C:11]2[N:12]=[CH:13][N:14]=[C:9]([NH:8][C:5]3[CH:6]=[CH:7][C:2]([F:1])=[CH:3][C:4]=3[O:22][C@@H:23]3[CH2:27][CH2:26][O:25][CH2:24]3)[C:10]=2[C:17]=1[CH3:18])=[O:21].